This data is from Full USPTO retrosynthesis dataset with 1.9M reactions from patents (1976-2016). The task is: Predict the reactants needed to synthesize the given product. (1) Given the product [OH:1][CH:2]1[CH2:3][N:4]([C:6]([N:8]2[CH2:13][CH:12]([C:14]3[CH:15]=[CH:16][C:17]([C:20]([F:23])([F:21])[F:22])=[CH:18][CH:19]=3)[CH2:11][CH:10]([C:24]3[O:25][N:36]=[C:29]([CH2:30][C:31]4([CH2:34][OH:35])[CH2:33][CH2:32]4)[N:28]=3)[CH2:9]2)=[O:7])[CH2:5]1, predict the reactants needed to synthesize it. The reactants are: [OH:1][CH:2]1[CH2:5][N:4]([C:6]([N:8]2[CH2:13][CH:12]([C:14]3[CH:19]=[CH:18][C:17]([C:20]([F:23])([F:22])[F:21])=[CH:16][CH:15]=3)[CH2:11][CH:10]([C:24](O)=[O:25])[CH2:9]2)=[O:7])[CH2:3]1.O[N:28]=[C:29]([NH2:36])[CH2:30][C:31]1([CH2:34][OH:35])[CH2:33][CH2:32]1. (2) Given the product [CH3:15][C:16]1([CH3:42])[CH2:25][CH2:24][C:23]([CH3:26])([CH3:27])[C:22]2[CH:21]=[C:20]([C:28]3[O:32][C:31]([CH2:33][CH2:34][C:35]4[CH:36]=[CH:37][C:38]([NH:41][C:12]([CH:8]5[CH2:11][CH2:10][CH2:9]5)=[O:13])=[CH:39][CH:40]=4)=[N:30][N:29]=3)[CH:19]=[CH:18][C:17]1=2, predict the reactants needed to synthesize it. The reactants are: C(N(CC)CC)C.[CH:8]1([C:12](Cl)=[O:13])[CH2:11][CH2:10][CH2:9]1.[CH3:15][C:16]1([CH3:42])[CH2:25][CH2:24][C:23]([CH3:27])([CH3:26])[C:22]2[CH:21]=[C:20]([C:28]3[O:32][C:31]([CH2:33][CH2:34][C:35]4[CH:40]=[CH:39][C:38]([NH2:41])=[CH:37][CH:36]=4)=[N:30][N:29]=3)[CH:19]=[CH:18][C:17]1=2. (3) The reactants are: ClC(=O)C(OC)=O.[C:8]([O:12][C:13]([N:15]1[CH2:20][CH2:19][C:18]([C:22]2[CH:27]=[CH:26][CH:25]=[CH:24][C:23]=2[S:28][C:29]2[CH:34]=[CH:33][C:32]([CH3:35])=[CH:31][CH:30]=2)(O)[CH2:17][CH2:16]1)=[O:14])([CH3:11])([CH3:10])[CH3:9].CCCC[SnH](CCCC)CCCC.CC(N=NC(C#N)(C)C)(C#N)C. Given the product [C:8]([O:12][C:13]([N:15]1[CH2:20][CH2:19][CH:18]([C:22]2[CH:27]=[CH:26][CH:25]=[CH:24][C:23]=2[S:28][C:29]2[CH:34]=[CH:33][C:32]([CH3:35])=[CH:31][CH:30]=2)[CH2:17][CH2:16]1)=[O:14])([CH3:11])([CH3:10])[CH3:9], predict the reactants needed to synthesize it. (4) Given the product [O:32]=[C:26]1[CH:25]([N:18]2[C:17](=[O:33])[C:16]3[C:20](=[CH:21][CH:22]=[CH:23][C:15]=3[CH2:14][NH:13][C:34](=[O:41])[CH2:35][CH2:36][CH2:37][CH2:38][CH2:39][CH3:40])[C:19]2=[O:24])[CH2:30][CH2:29][C:28](=[O:31])[NH:27]1, predict the reactants needed to synthesize it. The reactants are: N12CCCN=C1CCCCC2.Cl.[NH2:13][CH2:14][C:15]1[CH:23]=[CH:22][CH:21]=[C:20]2[C:16]=1[C:17](=[O:33])[N:18]([CH:25]1[CH2:30][CH2:29][C:28](=[O:31])[NH:27][C:26]1=[O:32])[C:19]2=[O:24].[C:34](Cl)(=[O:41])[CH2:35][CH2:36][CH2:37][CH2:38][CH2:39][CH3:40]. (5) Given the product [ClH:46].[NH2:23][CH2:22][C@@H:21]([NH:20][C:15]1[C:16](=[O:19])[C:17](=[O:18])[C:14]=1[N:10]1[CH2:11][CH2:12][CH2:13][CH:8]([CH:7]([O:6][CH2:5][CH2:4][CH:1]2[CH2:3][CH2:2]2)[C:40]2[CH:45]=[CH:44][CH:43]=[CH:42][CH:41]=2)[CH2:9]1)[CH2:33][CH:34]1[CH2:39][CH2:38][CH2:37][CH2:36][CH2:35]1, predict the reactants needed to synthesize it. The reactants are: [CH:1]1([CH2:4][CH2:5][O:6][CH:7]([C:40]2[CH:45]=[CH:44][CH:43]=[CH:42][CH:41]=2)[CH:8]2[CH2:13][CH2:12][CH2:11][N:10]([C:14]3[C:17](=[O:18])[C:16](=[O:19])[C:15]=3[NH:20][C@@H:21]([CH2:33][CH:34]3[CH2:39][CH2:38][CH2:37][CH2:36][CH2:35]3)[CH2:22][NH:23]C(=O)CCC[Si](C)(C)C)[CH2:9]2)[CH2:3][CH2:2]1.[ClH:46]. (6) Given the product [N:4]1[C:3]([CH2:2][OH:1])=[CH:18][N:6]2[CH2:7][CH2:8][NH:9][CH2:10][C:5]=12, predict the reactants needed to synthesize it. The reactants are: [OH:1][CH2:2][C:3]1[N:4]=[C:5]2[CH2:10][N:9](C(OC(C)(C)C)=O)[CH2:8][CH2:7][N:6]2[CH:18]=1.